Dataset: Reaction yield outcomes from USPTO patents with 853,638 reactions. Task: Predict the reaction yield, written as a fraction of the theoretical maximum amount of product (1.0 means a 100% yield; for example, 0.34 means a 34% yield). (1) The reactants are [NH2:1][C:2]1[CH:3]=[CH:4][C:5]([O:12][CH:13]([C:20]2[CH:25]=[CH:24][CH:23]=[CH:22][CH:21]=2)[C:14]2[CH:19]=[CH:18][CH:17]=[CH:16][CH:15]=2)=[C:6]([C:8](=[O:11])[CH2:9][CH3:10])[CH:7]=1.[C:26]1([N:32]=[C:33]=[O:34])[CH:31]=[CH:30][CH:29]=[CH:28][CH:27]=1.O. The catalyst is C1COCC1. The product is [CH:13]([O:12][C:5]1[CH:4]=[CH:3][C:2]([NH:1][C:33]([NH:32][C:26]2[CH:31]=[CH:30][CH:29]=[CH:28][CH:27]=2)=[O:34])=[CH:7][C:6]=1[C:8](=[O:11])[CH2:9][CH3:10])([C:14]1[CH:15]=[CH:16][CH:17]=[CH:18][CH:19]=1)[C:20]1[CH:21]=[CH:22][CH:23]=[CH:24][CH:25]=1. The yield is 0.635. (2) The reactants are [OH:1]/[N:2]=[C:3](\Cl)/[C:4]1[CH:9]=[CH:8][CH:7]=[C:6]([F:10])[CH:5]=1.[C:12]([O:17][CH2:18][CH3:19])(=[O:16])[C:13]#[C:14][CH3:15].C(N(CC)CC)C. The catalyst is C(OCC)C. The product is [CH2:18]([O:17][C:12]([C:13]1[C:3]([C:4]2[CH:9]=[CH:8][CH:7]=[C:6]([F:10])[CH:5]=2)=[N:2][O:1][C:14]=1[CH3:15])=[O:16])[CH3:19]. The yield is 0.390. (3) The catalyst is O.C(OCC)(=O)C. The yield is 0.340. The reactants are [Cl-].O[NH3+:3].[C:4](=[O:7])([O-])[OH:5].[Na+].CS(C)=O.[CH2:13]([C:17]1[N:18]=[C:19]([CH3:45])[N:20]([C:39]2[CH:40]=[N:41][CH:42]=[CH:43][CH:44]=2)[C:21](=[O:38])[C:22]=1[CH2:23][C:24]1[CH:29]=[CH:28][C:27]([C:30]2[C:31]([C:36]#[N:37])=[CH:32][CH:33]=[CH:34][CH:35]=2)=[CH:26][CH:25]=1)[CH2:14][CH2:15][CH3:16]. The product is [CH2:13]([C:17]1[N:18]=[C:19]([CH3:45])[N:20]([C:39]2[CH:40]=[N:41][CH:42]=[CH:43][CH:44]=2)[C:21](=[O:38])[C:22]=1[CH2:23][C:24]1[CH:25]=[CH:26][C:27]([C:30]2[CH:35]=[CH:34][CH:33]=[CH:32][C:31]=2[C:36]2[NH:3][C:4](=[O:7])[O:5][N:37]=2)=[CH:28][CH:29]=1)[CH2:14][CH2:15][CH3:16]. (4) The reactants are [F:1][C:2]([F:22])([O:6][C:7]1[CH:8]=[C:9]([CH2:13][NH:14][C:15]2[CH:16]=[C:17]([OH:21])[CH:18]=[CH:19][CH:20]=2)[CH:10]=[CH:11][CH:12]=1)[CH:3]([F:5])[F:4].[F:23][C:24]([F:29])([F:28])[CH:25]1[O:27][CH2:26]1.FC(F)(F)S([O-])(=O)=O.[Yb+3].FC(F)(F)S([O-])(=O)=O.FC(F)(F)S([O-])(=O)=O.O. The yield is 0.890. The catalyst is C(#N)C. The product is [F:1][C:2]([F:22])([O:6][C:7]1[CH:8]=[C:9]([CH2:13][N:14]([CH2:26][CH:25]([OH:27])[C:24]([F:29])([F:28])[F:23])[C:15]2[CH:16]=[C:17]([OH:21])[CH:18]=[CH:19][CH:20]=2)[CH:10]=[CH:11][CH:12]=1)[CH:3]([F:4])[F:5].